This data is from TCR-epitope binding with 47,182 pairs between 192 epitopes and 23,139 TCRs. The task is: Binary Classification. Given a T-cell receptor sequence (or CDR3 region) and an epitope sequence, predict whether binding occurs between them. (1) The epitope is FLNGSCGSV. The TCR CDR3 sequence is CASTPGFYEQYF. Result: 1 (the TCR binds to the epitope). (2) Result: 1 (the TCR binds to the epitope). The epitope is DATYQRTRALVR. The TCR CDR3 sequence is CASSEAGGPGYEQYF. (3) The epitope is TLIGDCATV. The TCR CDR3 sequence is CASSVAGGRTDTQYF. Result: 1 (the TCR binds to the epitope). (4) The TCR CDR3 sequence is CASSLSMGGAGELFF. The epitope is RTLNAWVKV. Result: 1 (the TCR binds to the epitope). (5) The epitope is VLWAHGFEL. The TCR CDR3 sequence is CASSASGSRVETQYF. Result: 1 (the TCR binds to the epitope).